From a dataset of Forward reaction prediction with 1.9M reactions from USPTO patents (1976-2016). Predict the product of the given reaction. (1) Given the reactants [C:1]([C:4]1([C:7]([O:9][C:10]([CH3:13])([CH3:12])[CH3:11])=[O:8])[CH2:6][CH2:5]1)(=O)[CH3:2].[NH3:14].CO.[Cl-].[NH4+:18].[C-:19]#N.[Na+], predict the reaction product. The product is: [NH2:14][C:1]([C:4]1([C:7]([O:9][C:10]([CH3:13])([CH3:12])[CH3:11])=[O:8])[CH2:6][CH2:5]1)([C:19]#[N:18])[CH3:2]. (2) Given the reactants [Cl:1][C:2]1[CH:7]=[CH:6][CH:5]=[CH:4][C:3]=1[N:8]1[C:12]([C:13]2[O:14]C=CC=2)=[CH:11][C:10]([C:18]([F:21])([F:20])[F:19])=[N:9]1.[O-:22]Cl=O.[Na+], predict the reaction product. The product is: [Cl:1][C:2]1[CH:7]=[CH:6][CH:5]=[CH:4][C:3]=1[N:8]1[C:12]([C:13]([OH:14])=[O:22])=[CH:11][C:10]([C:18]([F:21])([F:20])[F:19])=[N:9]1. (3) Given the reactants [Cl:1][C:2]1[S:6][C:5](C(N=[N+]=[N-])=O)=[CH:4][CH:3]=1.[NH2:12][C:13]1[C:22]2[C:17](=[CH:18][C:19]([CH2:23][N:24]3[CH:29]([CH3:30])[CH2:28][NH:27][CH:26]([CH2:31][CH2:32][CH3:33])[C:25]3=[O:34])=[CH:20][CH:21]=2)[N:16]=[CH:15][N:14]=1.C[N:36]([CH:38]=[O:39])C, predict the reaction product. The product is: [Cl:1][C:2]1[S:6][C:5]([NH:36][C:38]([N:27]2[CH2:28][C@H:29]([CH3:30])[N:24]([CH2:23][C:19]3[CH:18]=[C:17]4[C:22]([C:13]([NH2:12])=[N:14][CH:15]=[N:16]4)=[CH:21][CH:20]=3)[C:25](=[O:34])[C@@H:26]2[CH2:31][CH2:32][CH3:33])=[O:39])=[CH:4][CH:3]=1. (4) Given the reactants C1(P(C2C=CC=CC=2)C2C=CC=CC=2)C=CC=CC=1.BrN1C(=O)CCC1=O.[Cl:28][C:29]1[CH:30]=[C:31](/[C:41](=[CH:45]\[CH:46]2[CH2:51][CH2:50][CH2:49][CH2:48][CH2:47]2)/[C:42](O)=[O:43])[CH:32]=[CH:33][C:34]=1[N:35]1[C:39]([CH3:40])=[N:38][N:37]=[N:36]1.[NH2:52][C:53]1[S:54][CH:55]=[CH:56][N:57]=1, predict the reaction product. The product is: [Cl:28][C:29]1[CH:30]=[C:31](/[C:41](=[CH:45]\[CH:46]2[CH2:51][CH2:50][CH2:49][CH2:48][CH2:47]2)/[C:42]([NH:52][C:53]2[S:54][CH:55]=[CH:56][N:57]=2)=[O:43])[CH:32]=[CH:33][C:34]=1[N:35]1[C:39]([CH3:40])=[N:38][N:37]=[N:36]1.